This data is from Forward reaction prediction with 1.9M reactions from USPTO patents (1976-2016). The task is: Predict the product of the given reaction. (1) Given the reactants [Cl:1][C:2]1[CH:6]=[CH:5][S:4][C:3]=1[C:7](Cl)=[O:8].[NH2:10][C@H:11]([C:32]1[CH:37]=[CH:36][CH:35]=[CH:34][CH:33]=1)[CH2:12][CH2:13][N:14]1[CH2:19][CH2:18][CH:17]([C:20]2[CH:21]=[C:22]([NH:26][C:27](=[O:31])[CH:28]([CH3:30])[CH3:29])[CH:23]=[CH:24][CH:25]=2)[CH2:16][CH2:15]1, predict the reaction product. The product is: [Cl:1][C:2]1[CH:6]=[CH:5][S:4][C:3]=1[C:7]([NH:10][C@H:11]([C:32]1[CH:33]=[CH:34][CH:35]=[CH:36][CH:37]=1)[CH2:12][CH2:13][N:14]1[CH2:19][CH2:18][CH:17]([C:20]2[CH:25]=[CH:24][CH:23]=[C:22]([NH:26][C:27](=[O:31])[CH:28]([CH3:30])[CH3:29])[CH:21]=2)[CH2:16][CH2:15]1)=[O:8]. (2) Given the reactants [C:1]1([CH3:8])[CH:6]=[CH:5][CH:4]=[C:3]([CH3:7])[CH:2]=1.[CH2:9]=[CH:10][CH3:11], predict the reaction product. The product is: [CH3:8][C:1]1[CH:6]=[C:5]([CH:10]([CH3:11])[CH3:9])[CH:4]=[C:3]([CH3:7])[CH:2]=1.